From a dataset of Catalyst prediction with 721,799 reactions and 888 catalyst types from USPTO. Predict which catalyst facilitates the given reaction. (1) Reactant: C(NC(C)C)(C)C.[CH:8]1([C:11]2[C:20](/[CH:21]=[CH:22]/[C@@H:23]([OH:31])[CH2:24][C@@H:25]([OH:30])[CH2:26][C:27]([OH:29])=[O:28])=[C:19]([C:32]3[CH:37]=[CH:36][C:35]([F:38])=[CH:34][CH:33]=3)[C:18]3[C:13](=[CH:14][CH:15]=[CH:16][CH:17]=3)[N:12]=2)[CH2:10][CH2:9]1.Cl.[OH-].[Na+].O.O.[Cl-].[Ca+2].[Cl-]. Product: [CH:8]1([C:11]2[C:20](/[CH:21]=[CH:22]/[C@@H:23]([OH:31])[CH2:24][C@@H:25]([OH:30])[CH2:26][C:27]([OH:29])=[O:28])=[C:19]([C:32]3[CH:37]=[CH:36][C:35]([F:38])=[CH:34][CH:33]=3)[C:18]3[C:13](=[CH:14][CH:15]=[CH:16][CH:17]=3)[N:12]=2)[CH2:10][CH2:9]1. The catalyst class is: 69. (2) Reactant: [N+:1]([C:4]1[CH:15]=[CH:14][C:7]2[NH:8][C:9](=[O:13])[NH:10][CH2:11][CH2:12][C:6]=2[CH:5]=1)([O-])=O.Cl[C:17]([O:19][CH2:20][CH3:21])=[O:18].C(N(CC)CC)C. Product: [CH2:20]([O:19][C:17](=[O:18])[NH:1][C:4]1[CH:15]=[CH:14][C:7]2[NH:8][C:9](=[O:13])[NH:10][CH2:11][CH2:12][C:6]=2[CH:5]=1)[CH3:21]. The catalyst class is: 312. (3) The catalyst class is: 13. Product: [CH2:13]([C:17]1[N:21]([CH2:22][C:23]2[CH:28]=[CH:27][C:26]([C:29]3[CH:34]=[CH:33][CH:32]=[CH:31][C:30]=3[C:35]3[NH:3][C:4](=[O:7])[O:5][N:36]=3)=[CH:25][CH:24]=2)[C:20](=[O:37])[N:19]([CH2:38][C:39]([CH3:41])([CH3:40])[CH3:42])[N:18]=1)[CH2:14][CH2:15][CH3:16]. Reactant: [Cl-].O[NH3+:3].[C:4](=[O:7])([O-])[OH:5].[Na+].CS(C)=O.[CH2:13]([C:17]1[N:21]([CH2:22][C:23]2[CH:28]=[CH:27][C:26]([C:29]3[C:30]([C:35]#[N:36])=[CH:31][CH:32]=[CH:33][CH:34]=3)=[CH:25][CH:24]=2)[C:20](=[O:37])[N:19]([CH2:38][C:39]([CH3:42])([CH3:41])[CH3:40])[N:18]=1)[CH2:14][CH2:15][CH3:16]. (4) Reactant: [NH2:1][C:2]1[S:10][C:5]2[CH2:6][O:7][CH2:8][CH2:9][C:4]=2[C:3]=1[C:11]#[N:12].[C:13]([N:21]=[C:22]=[O:23])(=[O:20])[C:14]1[CH:19]=[CH:18][CH:17]=[CH:16][CH:15]=1. Product: [C:11]([C:3]1[C:4]2[CH2:9][CH2:8][O:7][CH2:6][C:5]=2[S:10][C:2]=1[NH:1][C:22]([NH:21][C:13](=[O:20])[C:14]1[CH:15]=[CH:16][CH:17]=[CH:18][CH:19]=1)=[O:23])#[N:12]. The catalyst class is: 12. (5) Reactant: [C:1]([O:5][C:6](=[O:23])[NH:7][C:8]1[CH:13]=[C:12](Br)[CH:11]=[CH:10][C:9]=1[NH:15][C:16]([O:18][C:19]([CH3:22])([CH3:21])[CH3:20])=[O:17])([CH3:4])([CH3:3])[CH3:2].[CH3:24][S:25]([C:28]1[CH:33]=[CH:32][CH:31]=[CH:30][C:29]=1B(O)O)(=[O:27])=[O:26].C(Cl)Cl.C([O-])([O-])=O.[Na+].[Na+]. Product: [C:19]([O:18][C:16](=[O:17])[NH:15][C:9]1[CH:10]=[CH:11][C:12]([C:29]2[CH:30]=[CH:31][CH:32]=[CH:33][C:28]=2[S:25]([CH3:24])(=[O:27])=[O:26])=[CH:13][C:8]=1[NH:7][C:6]([O:5][C:1]([CH3:4])([CH3:3])[CH3:2])=[O:23])([CH3:22])([CH3:21])[CH3:20]. The catalyst class is: 622. (6) Reactant: [CH2:1]([CH:3]1[CH2:7][C:6](=[O:8])[CH2:5][CH:4]1[C:9]([O:11][CH2:12][CH3:13])=[O:10])[CH3:2].[BH4-].[Na+].[NH4+].[Cl-]. Product: [CH2:1]([CH:3]1[CH2:7][CH:6]([OH:8])[CH2:5][CH:4]1[C:9]([O:11][CH2:12][CH3:13])=[O:10])[CH3:2]. The catalyst class is: 5. (7) Reactant: [F:1][C:2]([F:22])([F:21])[C:3]1[CH:16]=[C:15]([C:17]([F:20])([F:19])[F:18])[CH:14]=[CH:13][C:4]=1[CH2:5][N:6]1[CH2:10][CH2:9][CH:8]([CH:11]=O)[CH2:7]1.[CH2:23]([NH:26][C:27]1[CH2:31][S:30][C:29](=[O:32])[N:28]=1)[C:24]#[CH:25].C([O-])(=O)C.[NH2+]1CCCCC1. Product: [F:22][C:2]([F:1])([F:21])[C:3]1[CH:16]=[C:15]([C:17]([F:20])([F:19])[F:18])[CH:14]=[CH:13][C:4]=1[CH2:5][N:6]1[CH2:10][CH2:9][CH:8](/[CH:11]=[C:31]2/[C:27]([NH:26][CH2:23][C:24]#[CH:25])=[N:28][C:29](=[O:32])[S:30]/2)[CH2:7]1. The catalyst class is: 41. (8) Reactant: [CH3:1][C:2](=[CH2:6])[CH2:3][Mg]Cl.O1CCCC1.[F:12][C:13]1[CH:14]=[C:15]([NH:25][C:26]([C:28]2[CH:33]=[CH:32][CH:31]=[CH:30][N:29]=2)=[O:27])[CH:16]=[CH:17][C:18]=1[C:19](N(OC)C)=[O:20].N1C=CC=CC=1C(O)=O. Product: [F:12][C:13]1[CH:14]=[C:15]([NH:25][C:26]([C:28]2[CH:33]=[CH:32][CH:31]=[CH:30][N:29]=2)=[O:27])[CH:16]=[CH:17][C:18]=1[C:19](=[O:20])[CH2:3][C:2]([CH3:6])=[CH2:1]. The catalyst class is: 6. (9) Reactant: Br[C:2]1[CH:7]=[CH:6][C:5]([F:8])=[CH:4][N:3]=1.[CH3:9][C:10]([CH3:12])=[O:11]. Product: [F:8][C:5]1[CH:6]=[CH:7][C:2]([C:10]([OH:11])([CH3:12])[CH3:9])=[N:3][CH:4]=1. The catalyst class is: 27.